From a dataset of Full USPTO retrosynthesis dataset with 1.9M reactions from patents (1976-2016). Predict the reactants needed to synthesize the given product. The reactants are: [CH2:1]([O:8][C:9]1[CH:18]=[C:17]2[C:12]([C:13](O)=[C:14]([NH:19][C:20](=O)[CH2:21][CH2:22][CH3:23])[CH:15]=[N:16]2)=[CH:11][CH:10]=1)[C:2]1[CH:7]=[CH:6][CH:5]=[CH:4][CH:3]=1.P12(SP3(SP(SP(S3)(S1)=S)(=S)S2)=S)=[S:27]. Given the product [CH2:1]([O:8][C:9]1[CH:10]=[CH:11][C:12]2[C:13]3[S:27][C:20]([CH2:21][CH2:22][CH3:23])=[N:19][C:14]=3[CH:15]=[N:16][C:17]=2[CH:18]=1)[C:2]1[CH:7]=[CH:6][CH:5]=[CH:4][CH:3]=1, predict the reactants needed to synthesize it.